Dataset: Catalyst prediction with 721,799 reactions and 888 catalyst types from USPTO. Task: Predict which catalyst facilitates the given reaction. Reactant: C(OC([NH:8][CH2:9][CH2:10][CH2:11][CH2:12][C:13]([O:15][CH2:16][C@@H:17]([O:51][C:52](=[O:65])[CH2:53][CH2:54][CH2:55][CH2:56][NH:57]C(OC(C)(C)C)=O)[CH2:18][O:19][C:20]1[CH:25]=[CH:24][C:23]([C:26]2[C:31]([C:32]#[N:33])=[C:30]([S:34][CH2:35][C:36]3[N:37]=[C:38]([C:41]4[CH:46]=[CH:45][C:44]([Cl:47])=[CH:43][CH:42]=4)[O:39][CH:40]=3)[N:29]=[C:28]([NH2:48])[C:27]=2[C:49]#[N:50])=[CH:22][CH:21]=1)=[O:14])=O)(C)(C)C.[ClH:66].C(OCC)C. Product: [ClH:47].[ClH:66].[NH2:8][CH2:9][CH2:10][CH2:11][CH2:12][C:13]([O:15][CH2:16][C@@H:17]([O:51][C:52](=[O:65])[CH2:53][CH2:54][CH2:55][CH2:56][NH2:57])[CH2:18][O:19][C:20]1[CH:25]=[CH:24][C:23]([C:26]2[C:31]([C:32]#[N:33])=[C:30]([S:34][CH2:35][C:36]3[N:37]=[C:38]([C:41]4[CH:42]=[CH:43][C:44]([Cl:47])=[CH:45][CH:46]=4)[O:39][CH:40]=3)[N:29]=[C:28]([NH2:48])[C:27]=2[C:49]#[N:50])=[CH:22][CH:21]=1)=[O:14]. The catalyst class is: 4.